Dataset: Catalyst prediction with 721,799 reactions and 888 catalyst types from USPTO. Task: Predict which catalyst facilitates the given reaction. Reactant: C(OC([NH:8][C:9]1[N:14]=[C:13]([CH:15]([C:29]2[N:34]=[C:33]([NH:35]C(=O)OC(C)(C)C)[CH:32]=[CH:31][CH:30]=2)[CH:16](C2C=CC=CN=2)[C:17]2[CH:18]=[N:19][CH:20]=[CH:21][CH:22]=2)[CH:12]=[CH:11][CH:10]=1)=O)(C)(C)C.[C:43](O)([C:45](F)(F)F)=O. Product: [NH2:35][C:33]1[N:34]=[C:29]([CH:15]([C:13]2[N:14]=[C:9]([NH2:8])[CH:10]=[CH:11][CH:12]=2)[CH:16]([C:17]2[CH:18]=[N:19][CH:20]=[CH:21][CH:22]=2)[C:12]2[CH:13]=[N:14][CH:9]=[CH:43][CH:45]=2)[CH:30]=[CH:31][CH:32]=1. The catalyst class is: 2.